Dataset: Full USPTO retrosynthesis dataset with 1.9M reactions from patents (1976-2016). Task: Predict the reactants needed to synthesize the given product. (1) Given the product [ClH:29].[ClH:29].[NH2:1][C:4]1[CH:9]=[CH:8][C:7]([NH:10][CH2:11][CH:12]([OH:15])[CH2:13][OH:14])=[CH:6][C:5]=1[CH3:16], predict the reactants needed to synthesize it. The reactants are: [N+:1]([C:4]1[CH:9]=[CH:8][C:7]([NH:10][CH2:11][CH:12]([OH:15])[CH2:13][OH:14])=[CH:6][C:5]=1[CH3:16])([O-])=O.C1(N)C(F)=C(F)C(F)=C(N)C=1F.[ClH:29].Cl. (2) Given the product [CH:11]1([N:14]2[C:19](=[O:20])[CH:18]=[C:17]([NH:21][CH3:22])[N:16]([C:26]3[CH:31]=[CH:30][C:29]([I:32])=[CH:28][C:27]=3[F:33])[C:15]2=[O:34])[CH2:12][CH2:13]1, predict the reactants needed to synthesize it. The reactants are: C(O)(C)(C)C.C(O)C.[BH4-].[Na+].[CH:11]1([N:14]2[C:19](=[O:20])[CH:18]=[C:17]([N:21]=[CH:22]N(C)C)[N:16]([C:26]3[CH:31]=[CH:30][C:29]([I:32])=[CH:28][C:27]=3[F:33])[C:15]2=[O:34])[CH2:13][CH2:12]1.C(O)(=O)CC(CC(O)=O)(C(O)=O)O. (3) Given the product [CH3:18][C@@H:15]1[CH2:16][CH2:17][C@H:12]([N:1]2[CH2:6][CH2:5][NH:4][CH2:3][CH2:2]2)[CH2:13][CH2:14]1, predict the reactants needed to synthesize it. The reactants are: [NH:1]1[CH2:6][CH2:5][NH:4][CH2:3][CH2:2]1.CS(O[CH:12]1[CH2:17][CH2:16][CH:15]([CH3:18])[CH2:14][CH2:13]1)(=O)=O.